Task: Regression. Given a peptide amino acid sequence and an MHC pseudo amino acid sequence, predict their binding affinity value. This is MHC class I binding data.. Dataset: Peptide-MHC class I binding affinity with 185,985 pairs from IEDB/IMGT (1) The peptide sequence is ILQEMSETY. The MHC is HLA-A26:03 with pseudo-sequence HLA-A26:03. The binding affinity (normalized) is 0.0847. (2) The MHC is HLA-A33:01 with pseudo-sequence HLA-A33:01. The peptide sequence is KIMSIGFEAR. The binding affinity (normalized) is 0.415.